From a dataset of Peptide-MHC class II binding affinity with 134,281 pairs from IEDB. Regression. Given a peptide amino acid sequence and an MHC pseudo amino acid sequence, predict their binding affinity value. This is MHC class II binding data. (1) The peptide sequence is TFYGSNPRGAAPDDH. The MHC is DRB5_0101 with pseudo-sequence DRB5_0101. The binding affinity (normalized) is 0.209. (2) The peptide sequence is YDKFLANVSTVLPGK. The MHC is DRB1_0802 with pseudo-sequence DRB1_0802. The binding affinity (normalized) is 0.884. (3) The peptide sequence is ITDAVGNDMPGGYCL. The MHC is DRB1_0401 with pseudo-sequence DRB1_0401. The binding affinity (normalized) is 0.0794.